This data is from Reaction yield outcomes from USPTO patents with 853,638 reactions. The task is: Predict the reaction yield, written as a fraction of the theoretical maximum amount of product (1.0 means a 100% yield; for example, 0.34 means a 34% yield). (1) The reactants are [CH2:1]([C:3]1[N:4]([C:28]2[CH:33]=[CH:32][C:31]([OH:34])=[CH:30][CH:29]=2)[C:5](=[O:27])[C:6]([CH2:12][C:13]2[CH:18]=[CH:17][C:16]([C:19]3[C:20]([C:25]#[N:26])=[CH:21][CH:22]=[CH:23][CH:24]=3)=[CH:15][CH:14]=2)=[C:7]([CH2:9][CH2:10][CH3:11])[N:8]=1)[CH3:2].[F:35][C:36]1([F:43])[CH2:41][CH2:40][CH:39](O)[CH2:38][CH2:37]1.N(C(OC(C)C)=O)=NC(OC(C)C)=O.C1(P(C2C=CC=CC=2)C2C=CC=CC=2)C=CC=CC=1. The catalyst is C(OCC)(=O)C.O1CCCC1. The product is [F:35][C:36]1([F:43])[CH2:41][CH2:40][CH:39]([O:34][C:31]2[CH:32]=[CH:33][C:28]([N:4]3[C:5](=[O:27])[C:6]([CH2:12][C:13]4[CH:18]=[CH:17][C:16]([C:19]5[C:20]([C:25]#[N:26])=[CH:21][CH:22]=[CH:23][CH:24]=5)=[CH:15][CH:14]=4)=[C:7]([CH2:9][CH2:10][CH3:11])[N:8]=[C:3]3[CH2:1][CH3:2])=[CH:29][CH:30]=2)[CH2:38][CH2:37]1. The yield is 0.860. (2) The reactants are Br[C:2]1[N:6]([CH2:7][CH2:8][O:9][CH2:10][CH2:11][O:12][CH2:13][CH2:14][F:15])[C:5]2[CH:16]=[CH:17][CH:18]=[CH:19][C:4]=2[N:3]=1.[CH3:20][N:21]([C:29]1[CH:34]=[CH:33][C:32]([C:35]#[CH:36])=[CH:31][CH:30]=1)[C:22](=[O:28])[O:23][C:24]([CH3:27])([CH3:26])[CH3:25]. No catalyst specified. The product is [F:15][CH2:14][CH2:13][O:12][CH2:11][CH2:10][O:9][CH2:8][CH2:7][N:6]1[C:5]2[CH:16]=[CH:17][CH:18]=[CH:19][C:4]=2[N:3]=[C:2]1[C:36]#[C:35][C:32]1[CH:31]=[CH:30][C:29]([N:21]([CH3:20])[C:22](=[O:28])[O:23][C:24]([CH3:25])([CH3:27])[CH3:26])=[CH:34][CH:33]=1. The yield is 0.192. (3) The reactants are [B:1]([C:4]1[CH:12]=[CH:11][C:7]([C:8]([OH:10])=O)=[CH:6][CH:5]=1)([OH:3])[OH:2].CCN=C=NCCCN(C)C.[NH2:24][CH2:25][CH2:26][NH:27][C:28](=[O:54])[CH2:29][C@@H:30]1[N:36]=[C:35]([C:37]2[CH:42]=[CH:41][C:40]([Cl:43])=[CH:39][CH:38]=2)[C:34]2[CH:44]=[C:45]([O:48][CH3:49])[CH:46]=[CH:47][C:33]=2[N:32]2[C:50]([CH3:53])=[N:51][N:52]=[C:31]12. The catalyst is C(Cl)Cl.CN(C1C=CN=CC=1)C. The product is [Cl:43][C:40]1[CH:41]=[CH:42][C:37]([C:35]2[C:34]3[CH:44]=[C:45]([O:48][CH3:49])[CH:46]=[CH:47][C:33]=3[N:32]3[C:50]([CH3:53])=[N:51][N:52]=[C:31]3[C@H:30]([CH2:29][C:28]([NH:27][CH2:26][CH2:25][NH:24][C:8]([C:7]3[CH:6]=[CH:5][C:4]([B:1]([OH:2])[OH:3])=[CH:12][CH:11]=3)=[O:10])=[O:54])[N:36]=2)=[CH:38][CH:39]=1. The yield is 0.380. (4) The reactants are [O:1]1[CH2:6][CH2:5][CH:4]([CH2:7][OH:8])[CH2:3][CH2:2]1.[OH-].[Na+].[C:11]1([CH3:21])[CH:16]=[CH:15][C:14]([S:17](Cl)(=[O:19])=[O:18])=[CH:13][CH:12]=1.Cl.CC1CCCCC1. The catalyst is CC1CCCO1. The product is [O:1]1[CH2:6][CH2:5][CH:4]([CH2:7][O:8][S:17]([C:14]2[CH:15]=[CH:16][C:11]([CH3:21])=[CH:12][CH:13]=2)(=[O:19])=[O:18])[CH2:3][CH2:2]1. The yield is 0.990. (5) The reactants are [NH2:1][C@H:2]([C:4]([NH:6][CH:7]1[N:13]=[C:12]([C:14]2[CH:19]=[CH:18][CH:17]=[CH:16][CH:15]=2)[C:11]2[CH:20]=[CH:21][CH:22]=[CH:23][C:10]=2[N:9]([CH3:24])[C:8]1=[O:25])=[O:5])[CH3:3].[Cl:26][CH2:27][C:28](Cl)=[O:29]. The catalyst is C(Cl)Cl. The product is [Cl:26][CH2:27][C:28]([NH:1][C@H:2]([C:4]([NH:6][CH:7]1[N:13]=[C:12]([C:14]2[CH:19]=[CH:18][CH:17]=[CH:16][CH:15]=2)[C:11]2[CH:20]=[CH:21][CH:22]=[CH:23][C:10]=2[N:9]([CH3:24])[C:8]1=[O:25])=[O:5])[CH3:3])=[O:29]. The yield is 0.980. (6) The reactants are [N+:1]([C:4]1[CH:12]=[C:11]2[C:7]([CH:8]=[CH:9][NH:10]2)=[CH:6][CH:5]=1)([O-:3])=[O:2].[C:13]([O-])([O-])=O.[K+].[K+].CI.O. The catalyst is CN(C=O)C. The product is [CH3:13][N:10]1[C:11]2[C:7](=[CH:6][CH:5]=[C:4]([N+:1]([O-:3])=[O:2])[CH:12]=2)[CH:8]=[CH:9]1. The yield is 0.980. (7) The reactants are [S:1]1[C:5]([C:6]([OH:8])=O)=[CH:4][N:3]=[CH:2]1.C1N=CN(C(N2C=NC=C2)=O)C=1.[O-2].[Ba+2].[C:23]([O:26][C:27]([CH3:30])([CH3:29])[CH3:28])(=[O:25])[CH3:24].C(O)(=O)CC(CC(O)=O)(C(O)=O)O. The catalyst is C1COCC1.CO. The product is [O:8]=[C:6]([C:5]1[S:1][CH:2]=[N:3][CH:4]=1)[CH2:24][C:23]([O:26][C:27]([CH3:30])([CH3:29])[CH3:28])=[O:25]. The yield is 0.380. (8) The product is [CH2:14]([N:13]1[C:3]2[CH:4]=[C:5]([C:6]([O:8][CH2:9][CH3:10])=[O:7])[CH:11]=[CH:12][C:2]=2[N:1]=[CH:21]1)[C:15]1[CH:20]=[CH:19][CH:18]=[CH:17][CH:16]=1. The reactants are [NH2:1][C:2]1[CH:12]=[CH:11][C:5]([C:6]([O:8][CH2:9][CH3:10])=[O:7])=[CH:4][C:3]=1[NH:13][CH2:14][C:15]1[CH:20]=[CH:19][CH:18]=[CH:17][CH:16]=1.[CH:21](OCC)(OCC)OCC. The yield is 0.480. The catalyst is C(O)C.Cl. (9) The reactants are [N+:1]([C:4]1[CH:9]=[CH:8][C:7]([C:10](=[O:25])[CH2:11][NH:12][C:13](=[O:24])[CH2:14]CNC(=O)OC(C)(C)C)=[CH:6][CH:5]=1)([O-:3])=[O:2].Cl.NCC(C1C=CC([N+]([O-])=O)=CC=1)=O.[C:40]([O:44][C:45]([NH:47]CC(O)=O)=[O:46])([CH3:43])([CH3:42])[CH3:41]. No catalyst specified. The product is [N+:1]([C:4]1[CH:5]=[CH:6][C:7]([C:10](=[O:25])[CH2:11][NH:12][C:13](=[O:24])[CH2:14][NH:47][C:45](=[O:46])[O:44][C:40]([CH3:43])([CH3:42])[CH3:41])=[CH:8][CH:9]=1)([O-:3])=[O:2]. The yield is 0.790. (10) The reactants are [NH:1]([C:8]1[N:9]([C:23]2[CH:28]=[CH:27][CH:26]=[CH:25][CH:24]=2)[C:10]2[CH:11]=[C:12]([CH3:22])[N:13]=[C:14]([C:19]([OH:21])=O)[C:15]=2[C:16](=[O:18])[CH:17]=1)[C:2]1[CH:7]=[CH:6][CH:5]=[CH:4][CH:3]=1.Cl.[CH3:30][NH:31][O:32][CH3:33].C1C=CC2N(O)N=NC=2C=1.CCN=C=NCCCN(C)C. The catalyst is C(Cl)Cl. The product is [NH:1]([C:8]1[N:9]([C:23]2[CH:28]=[CH:27][CH:26]=[CH:25][CH:24]=2)[C:10]2[CH:11]=[C:12]([CH3:22])[N:13]=[C:14]([C:19]([N:31]([O:32][CH3:33])[CH3:30])=[O:21])[C:15]=2[C:16](=[O:18])[CH:17]=1)[C:2]1[CH:3]=[CH:4][CH:5]=[CH:6][CH:7]=1. The yield is 0.550.